This data is from NCI-60 drug combinations with 297,098 pairs across 59 cell lines. The task is: Regression. Given two drug SMILES strings and cell line genomic features, predict the synergy score measuring deviation from expected non-interaction effect. Drug 1: CS(=O)(=O)OCCCCOS(=O)(=O)C. Drug 2: CC(C)NC(=O)C1=CC=C(C=C1)CNNC.Cl. Cell line: MALME-3M. Synergy scores: CSS=0.692, Synergy_ZIP=1.63, Synergy_Bliss=4.24, Synergy_Loewe=1.88, Synergy_HSA=-0.692.